Dataset: Reaction yield outcomes from USPTO patents with 853,638 reactions. Task: Predict the reaction yield, written as a fraction of the theoretical maximum amount of product (1.0 means a 100% yield; for example, 0.34 means a 34% yield). (1) The reactants are [C:1](#[N:4])[CH2:2][CH3:3].C1COCC1.C[Si]([N-][Si](C)(C)C)(C)C.[Li+].[C:20](OC)(=[O:24])[CH:21]([CH3:23])[CH3:22]. The catalyst is O. The product is [CH3:3][CH:2]([C:20](=[O:24])[CH:21]([CH3:23])[CH3:22])[C:1]#[N:4]. The yield is 0.429. (2) The yield is 0.990. No catalyst specified. The reactants are COC1C=CC(C[N:8]2[C:12]3=[N:13][CH:14]=[CH:15][C:16]([O:17][C:18]4[CH:23]=[CH:22][C:21]([NH2:24])=[CH:20][C:19]=4[F:25])=[C:11]3[C:10]([CH3:26])=[N:9]2)=CC=1.[CH3:29][N:30]1[CH:35]=[CH:34][CH:33]=[C:32]([C:36](O)=[O:37])[C:31]1=[O:39]. The product is [F:25][C:19]1[CH:20]=[C:21]([NH:24][C:36]([C:32]2[C:31](=[O:39])[N:30]([CH3:29])[CH:35]=[CH:34][CH:33]=2)=[O:37])[CH:22]=[CH:23][C:18]=1[O:17][C:16]1[CH:15]=[CH:14][N:13]=[C:12]2[NH:8][N:9]=[C:10]([CH3:26])[C:11]=12.